This data is from Reaction yield outcomes from USPTO patents with 853,638 reactions. The task is: Predict the reaction yield, written as a fraction of the theoretical maximum amount of product (1.0 means a 100% yield; for example, 0.34 means a 34% yield). The reactants are [H-].[Na+].[O:3]=[C:4]([CH3:11])[CH2:5][C:6]([O:8][CH2:9][CH3:10])=[O:7].Br[CH2:13][C:14]([C:16]1[CH:21]=[CH:20][CH:19]=[CH:18][C:17]=1[O:22][C:23]1[CH:28]=[CH:27][CH:26]=[CH:25][CH:24]=1)=[O:15]. The catalyst is O1CCCC1. The product is [C:4]([CH:5]([CH2:13][C:14](=[O:15])[C:16]1[CH:21]=[CH:20][CH:19]=[CH:18][C:17]=1[O:22][C:23]1[CH:28]=[CH:27][CH:26]=[CH:25][CH:24]=1)[C:6]([O:8][CH2:9][CH3:10])=[O:7])(=[O:3])[CH3:11]. The yield is 1.00.